Dataset: Reaction yield outcomes from USPTO patents with 853,638 reactions. Task: Predict the reaction yield, written as a fraction of the theoretical maximum amount of product (1.0 means a 100% yield; for example, 0.34 means a 34% yield). (1) The reactants are [F:1][C:2]1[CH:3]=[C:4]([CH:8]=[C:9]([F:13])[C:10]=1[CH:11]=[O:12])[C:5](O)=[O:6].C(Cl)(=O)C(Cl)=O.[CH3:20][NH2:21].Cl. The product is [F:1][C:2]1[CH:3]=[C:4]([CH:8]=[C:9]([F:13])[C:10]=1[CH:11]=[O:12])[C:5]([NH:21][CH3:20])=[O:6]. The yield is 0.800. The catalyst is ClCCl.CN(C)C=O. (2) The reactants are Cl[CH2:2][C:3]1[CH:21]=[CH:20][C:6]([O:7][CH2:8][C:9]2[N:10]=[C:11]([C:15]3[O:16][CH:17]=[CH:18][CH:19]=3)[O:12][C:13]=2[CH3:14])=[C:5]([O:22][CH3:23])[CH:4]=1.[CH2:24]([N:26]1[CH:30]=[C:29]([C:31]([O:33][CH2:34][CH3:35])=[O:32])[C:28]([OH:36])=[N:27]1)[CH3:25].CN(C)C=O.[H-].[Na+]. The catalyst is O. The product is [CH2:24]([N:26]1[CH:30]=[C:29]([C:31]([O:33][CH2:34][CH3:35])=[O:32])[C:28]([O:36][CH2:2][C:3]2[CH:21]=[CH:20][C:6]([O:7][CH2:8][C:9]3[N:10]=[C:11]([C:15]4[O:16][CH:17]=[CH:18][CH:19]=4)[O:12][C:13]=3[CH3:14])=[C:5]([O:22][CH3:23])[CH:4]=2)=[N:27]1)[CH3:25]. The yield is 0.750. (3) The reactants are Cl.[O:2]([CH2:9][C:10](=[NH:12])[NH2:11])[C:3]1[CH:8]=[CH:7][CH:6]=[CH:5][CH:4]=1.[Cl:13][C:14]([SH:17])(Cl)Cl.[OH-].[Na+]. The catalyst is ClCCl.O. The product is [Cl:13][C:14]1[S:17][N:11]=[C:10]([CH2:9][O:2][C:3]2[CH:8]=[CH:7][CH:6]=[CH:5][CH:4]=2)[N:12]=1. The yield is 0.683. (4) The reactants are [N+:1]([C:4]1[CH:9]=[CH:8][C:7]([CH:10]([OH:24])[CH2:11][CH2:12][CH:13]([C:15]2[CH:20]=[CH:19][C:18]([N+:21]([O-:23])=[O:22])=[CH:17][CH:16]=2)[OH:14])=[CH:6][CH:5]=1)([O-:3])=[O:2].C(N(CC)CC)C.[CH3:32][S:33](Cl)(=[O:35])=[O:34].[NH4+].[Cl-]. The catalyst is C(Cl)Cl. The product is [CH3:32][S:33]([O:14][CH:13]([C:15]1[CH:20]=[CH:19][C:18]([N+:21]([O-:23])=[O:22])=[CH:17][CH:16]=1)[CH2:12][CH2:11][CH:10]([O:24][S:33]([CH3:32])(=[O:35])=[O:34])[C:7]1[CH:8]=[CH:9][C:4]([N+:1]([O-:3])=[O:2])=[CH:5][CH:6]=1)(=[O:35])=[O:34]. The yield is 0.640. (5) The reactants are [ClH:1].[CH2:2]([O:4][C:5]1[CH:10]=[CH:9][CH:8]=[CH:7][C:6]=1[N:11]1[CH2:17][CH2:16][CH2:15][N:14](C(OC(C)(C)C)=O)[CH2:13][CH2:12]1)[CH3:3]. The catalyst is CCOC(C)=O. The product is [ClH:1].[CH2:2]([O:4][C:5]1[CH:10]=[CH:9][CH:8]=[CH:7][C:6]=1[N:11]1[CH2:17][CH2:16][CH2:15][NH:14][CH2:13][CH2:12]1)[CH3:3]. The yield is 0.590. (6) The reactants are [CH:1]([C:4]1[N:5]=[C:6](/[CH:9]=[CH:10]/[C:11]2[CH:20]=[C:19]3[C:14]([C:15](=[O:26])[C:16]([C:21]([O:23][CH2:24][CH3:25])=[O:22])=[CH:17][NH:18]3)=[CH:13][CH:12]=2)[S:7][CH:8]=1)([CH3:3])[CH3:2].C(=O)([O-])[O-].[K+].[K+].Br[CH2:34][CH2:35][F:36]. The catalyst is CN(C)C=O.C(OCC)(=O)C. The product is [F:36][CH2:35][CH2:34][N:18]1[C:19]2[C:14](=[CH:13][CH:12]=[C:11](/[CH:10]=[CH:9]/[C:6]3[S:7][CH:8]=[C:4]([CH:1]([CH3:3])[CH3:2])[N:5]=3)[CH:20]=2)[C:15](=[O:26])[C:16]([C:21]([O:23][CH2:24][CH3:25])=[O:22])=[CH:17]1. The yield is 0.610. (7) The reactants are Cl[C:2]1[C:3]([CH3:29])=[C:4]([C:23]2[CH:24]=[N:25][N:26]([CH3:28])[CH:27]=2)[C:5]([O:21][CH3:22])=[C:6]([CH:8]([N:10]2[C:14]3=[N:15][CH:16]=[N:17][C:18]([NH2:19])=[C:13]3[C:12]([CH3:20])=[N:11]2)[CH3:9])[CH:7]=1.[CH3:30][N:31](C)C(=O)C. The catalyst is [Zn].[C-]#N.[Zn+2].[C-]#N. The product is [NH2:19][C:18]1[N:17]=[CH:16][N:15]=[C:14]2[N:10]([CH:8]([C:6]3[C:5]([O:21][CH3:22])=[C:4]([C:23]4[CH:24]=[N:25][N:26]([CH3:28])[CH:27]=4)[C:3]([CH3:29])=[C:2]([CH:7]=3)[C:30]#[N:31])[CH3:9])[N:11]=[C:12]([CH3:20])[C:13]=12. The yield is 0.270. (8) The reactants are [NH2:1][C:2]1[CH:10]=[CH:9][C:8]([CH2:11][NH:12][S:13]([CH3:16])(=[O:15])=[O:14])=[CH:7][C:3]=1[C:4]([NH2:6])=[O:5].[OH:17][C:18]1[C:25]([CH3:26])=[CH:24][C:21]([CH:22]=O)=[CH:20][C:19]=1[CH3:27]. The catalyst is CCO. The product is [OH:17][C:18]1[C:25]([CH3:26])=[CH:24][C:21]([C:22]2[NH:6][C:4](=[O:5])[C:3]3[C:2](=[CH:10][CH:9]=[C:8]([CH2:11][NH:12][S:13]([CH3:16])(=[O:15])=[O:14])[CH:7]=3)[N:1]=2)=[CH:20][C:19]=1[CH3:27]. The yield is 0.570. (9) The reactants are [C@]12(CS(O)(=O)=O)C(C)(C)C(CC1)CC2=O.[NH2:16][C:17]1[CH:45]=[CH:44][C:20]([O:21][C:22]2[CH:27]=[CH:26][N:25]=[C:24]([NH:28][C:29]([N:31]3[CH2:36][CH2:35][CH:34]([N:37]4[CH2:40][CH:39]([N:41]([CH3:43])[CH3:42])[CH2:38]4)[CH2:33][CH2:32]3)=[O:30])[CH:23]=2)=[CH:19][CH:18]=1.[F:46][C:47]1[CH:52]=[CH:51][C:50]([CH2:53][C:54]([N:56]=[C:57]=[S:58])=[O:55])=[CH:49][CH:48]=1. The catalyst is C(O)C. The product is [F:46][C:47]1[CH:48]=[CH:49][C:50]([CH2:53][C:54]([NH:56][C:57](=[S:58])[NH:16][C:17]2[CH:18]=[CH:19][C:20]([O:21][C:22]3[CH:27]=[CH:26][N:25]=[C:24]([NH:28][C:29]([N:31]4[CH2:32][CH2:33][CH:34]([N:37]5[CH2:38][CH:39]([N:41]([CH3:43])[CH3:42])[CH2:40]5)[CH2:35][CH2:36]4)=[O:30])[CH:23]=3)=[CH:44][CH:45]=2)=[O:55])=[CH:51][CH:52]=1. The yield is 0.105.